From a dataset of Forward reaction prediction with 1.9M reactions from USPTO patents (1976-2016). Predict the product of the given reaction. (1) Given the reactants [Br:1][C:2]1[CH:3]=[C:4]2[C:9](=[CH:10][CH:11]=1)[N:8]=[C:7]([C:12]1[CH:17]=[CH:16][C:15]([Br:18])=[CH:14][N:13]=1)[NH:6][CH2:5]2.C(C1C(=O)C(Cl)=C(Cl)C(=O)C=1C#N)#N.[OH-].[Na+].C(OCC)(=O)C, predict the reaction product. The product is: [Br:1][C:2]1[CH:3]=[C:4]2[C:9](=[CH:10][CH:11]=1)[N:8]=[C:7]([C:12]1[CH:17]=[CH:16][C:15]([Br:18])=[CH:14][N:13]=1)[N:6]=[CH:5]2. (2) Given the reactants [CH2:1]([N:8]1[C:13](=O)[CH:12]2[CH:10]([CH:11]2[C:15](OCC)=[O:16])[C:9]1=O)[C:2]1[CH:7]=[CH:6][CH:5]=[CH:4][CH:3]=1.[H-].[H-].[H-].[H-].[Li+].[Al+3].[O-]S([O-])(=O)=O.[Na+].[Na+], predict the reaction product. The product is: [CH2:1]([N:8]1[CH2:13][CH:12]2[CH:10]([CH:11]2[CH2:15][OH:16])[CH2:9]1)[C:2]1[CH:3]=[CH:4][CH:5]=[CH:6][CH:7]=1. (3) The product is: [CH3:14][S:11]([C:8]1[CH:9]=[CH:10][C:2]([O:19][CH:17]([CH3:18])[C:16]([F:21])([F:20])[F:15])=[C:3]([CH:7]=1)[C:4]([OH:6])=[O:5])(=[O:13])=[O:12]. Given the reactants Cl[C:2]1[CH:10]=[CH:9][C:8]([S:11]([CH3:14])(=[O:13])=[O:12])=[CH:7][C:3]=1[C:4]([OH:6])=[O:5].[F:15][C:16]([F:21])([F:20])[CH:17]([OH:19])[CH3:18], predict the reaction product. (4) Given the reactants [CH:1]1([C@@H:7]([NH:9][C:10]([C:12]2[C:21]3[C:16](=[CH:17][CH:18]=[C:19]([F:22])[CH:20]=3)[N:15]=[C:14]([C:23]3[S:24][CH:25]=[CH:26][CH:27]=3)[C:13]=2[CH2:28][N:29]2[CH2:34][CH2:33][N:32]([CH2:35][C:36](O)=[O:37])[C:31](=[O:39])[CH2:30]2)=[O:11])[CH3:8])[CH2:6][CH2:5][CH2:4][CH2:3][CH2:2]1.[NH:40]1[CH2:45][CH2:44][O:43][CH2:42][CH2:41]1.CN(C(ON1N=NC2C=CC=CC1=2)=[N+](C)C)C.F[P-](F)(F)(F)(F)F.CN1CCOCC1, predict the reaction product. The product is: [CH:1]1([C@@H:7]([NH:9][C:10]([C:12]2[C:21]3[C:16](=[CH:17][CH:18]=[C:19]([F:22])[CH:20]=3)[N:15]=[C:14]([C:23]3[S:24][CH:25]=[CH:26][CH:27]=3)[C:13]=2[CH2:28][N:29]2[CH2:34][CH2:33][N:32]([CH2:35][C:36]([N:40]3[CH2:45][CH2:44][O:43][CH2:42][CH2:41]3)=[O:37])[C:31](=[O:39])[CH2:30]2)=[O:11])[CH3:8])[CH2:2][CH2:3][CH2:4][CH2:5][CH2:6]1. (5) Given the reactants [Si:1]([O:18][CH:19]1[CH2:24][CH:23]2[CH:21]([CH:22]2[C:25](=O)[CH2:26][C:27](=O)[C:28]([O:30][CH2:31][CH3:32])=[O:29])[CH2:20]1)([C:14]([CH3:17])([CH3:16])[CH3:15])([C:8]1[CH:13]=[CH:12][CH:11]=[CH:10][CH:9]=1)[C:2]1[CH:7]=[CH:6][CH:5]=[CH:4][CH:3]=1.Cl.[CH:36]([NH:39][NH2:40])([CH3:38])[CH3:37].C(N(CC)CC)C, predict the reaction product. The product is: [Si:1]([O:18][CH:19]1[CH2:24][CH:23]2[CH:21]([CH:22]2[C:25]2[N:39]([CH:36]([CH3:38])[CH3:37])[N:40]=[C:27]([C:28]([O:30][CH2:31][CH3:32])=[O:29])[CH:26]=2)[CH2:20]1)([C:14]([CH3:15])([CH3:17])[CH3:16])([C:8]1[CH:13]=[CH:12][CH:11]=[CH:10][CH:9]=1)[C:2]1[CH:3]=[CH:4][CH:5]=[CH:6][CH:7]=1. (6) Given the reactants ClC(Cl)(O[C:5](=[O:11])OC(Cl)(Cl)Cl)Cl.Cl.Cl.[N:15]1([C:22]2[CH:23]=[C:24]([C:28]3[N:32]([CH3:33])[C:31]4[CH:34]=[CH:35][CH:36]=[CH:37][C:30]=4[N:29]=3)[CH:25]=[CH:26][CH:27]=2)[CH2:21][CH2:20][CH2:19][NH:18][CH2:17][CH2:16]1.CCN(C(C)C)C(C)C.[CH3:47][N:48]1[CH2:53][CH2:52][NH:51][CH2:50][CH2:49]1.C([O-])(O)=O.[Na+], predict the reaction product. The product is: [CH3:33][N:32]1[C:31]2[CH:34]=[CH:35][CH:36]=[CH:37][C:30]=2[N:29]=[C:28]1[C:24]1[CH:23]=[C:22]([N:15]2[CH2:21][CH2:20][CH2:19][N:18]([C:5]([N:51]3[CH2:52][CH2:53][N:48]([CH3:47])[CH2:49][CH2:50]3)=[O:11])[CH2:17][CH2:16]2)[CH:27]=[CH:26][CH:25]=1.